The task is: Predict the product of the given reaction.. This data is from Forward reaction prediction with 1.9M reactions from USPTO patents (1976-2016). (1) Given the reactants [CH2:1]([O:8][C:9](=[O:19])[CH2:10][C:11]1([C:16]([OH:18])=O)[CH2:15][CH2:14][CH2:13][CH2:12]1)[C:2]1[CH:7]=[CH:6][CH:5]=[CH:4][CH:3]=1.[NH2:20][C@@H:21]([C:35]1[N:39]([CH2:40][CH2:41][C:42]#[N:43])[N:38]=[N:37][N:36]=1)[CH2:22][C:23]1[CH:28]=[CH:27][C:26]([C:29]2[CH:34]=[CH:33][CH:32]=[CH:31][CH:30]=2)=[CH:25][CH:24]=1.CCN=C=NCCCN(C)C.Cl.C1C=NC2N(O)N=NC=2C=1.C(N(CC)CC)C, predict the reaction product. The product is: [C:26]1([C:29]2[CH:30]=[CH:31][CH:32]=[CH:33][CH:34]=2)[CH:25]=[CH:24][C:23]([CH2:22][C@@H:21]([NH:20][C:16]([C:11]2([CH2:10][C:9]([O:8][CH2:1][C:2]3[CH:3]=[CH:4][CH:5]=[CH:6][CH:7]=3)=[O:19])[CH2:12][CH2:13][CH2:14][CH2:15]2)=[O:18])[C:35]2[N:39]([CH2:40][CH2:41][C:42]#[N:43])[N:38]=[N:37][N:36]=2)=[CH:28][CH:27]=1. (2) The product is: [OH:32][C@H:3]([C@@H:2]([NH:1][C:43](=[O:44])[C@@H:42]([N:46]1[CH2:50][CH2:49][N:48]([CH2:51][C:52]2[C:53]([CH3:58])=[N:54][CH:55]=[CH:56][CH:57]=2)[C:47]1=[O:59])[CH:41]([CH3:40])[CH2:60][CH3:61])[CH2:33][C:34]1[CH:35]=[CH:36][CH:37]=[CH:38][CH:39]=1)[CH2:4][C@@H:5]([NH:19][C:20]([C@@H:22]([NH:27][C:28](=[O:31])[O:29][CH3:30])[C:23]([CH3:26])([CH3:25])[CH3:24])=[O:21])[CH2:6][C:7]1[CH:12]=[CH:11][C:10]([C:13]2[CH:18]=[CH:17][CH:16]=[CH:15][N:14]=2)=[CH:9][CH:8]=1. Given the reactants [NH2:1][C@@H:2]([CH2:33][C:34]1[CH:39]=[CH:38][CH:37]=[CH:36][CH:35]=1)[C@@H:3]([OH:32])[CH2:4][C@@H:5]([NH:19][C:20]([C@@H:22]([NH:27][C:28](=[O:31])[O:29][CH3:30])[C:23]([CH3:26])([CH3:25])[CH3:24])=[O:21])[CH2:6][C:7]1[CH:12]=[CH:11][C:10]([C:13]2[CH:18]=[CH:17][CH:16]=[CH:15][N:14]=2)=[CH:9][CH:8]=1.[CH3:40][C@@H:41]([CH2:60][CH3:61])[C@H:42]([N:46]1[CH2:50][CH2:49][N:48]([CH2:51][C:52]2[C:53]([CH3:58])=[N:54][CH:55]=[CH:56][CH:57]=2)[C:47]1=[O:59])[C:43](O)=[O:44].CCOP(ON1N=NC2C=CC=CC=2C1=O)(OCC)=O.C(N(CC)C(C)C)(C)C, predict the reaction product. (3) Given the reactants [C:1]([O:5][C:6]([N:8]1[CH2:13][CH2:12][CH:11]([C:14]2[CH:19]=[CH:18][CH:17]=[CH:16][C:15]=2[C:20](O)=[O:21])[CH2:10][CH2:9]1)=[O:7])([CH3:4])([CH3:3])[CH3:2].C1COCC1, predict the reaction product. The product is: [C:1]([O:5][C:6]([N:8]1[CH2:13][CH2:12][CH:11]([C:14]2[CH:19]=[CH:18][CH:17]=[CH:16][C:15]=2[CH2:20][OH:21])[CH2:10][CH2:9]1)=[O:7])([CH3:4])([CH3:2])[CH3:3]. (4) Given the reactants C1(C)C=CC=CC=1P([C:15]1[CH:20]=[CH:19][CH:18]=[CH:17][C:16]=1[CH3:21])C1C=CC=CC=1C.BrC1[C:25]2[C:30]([CH:31]=[C:32]3[C:37]=1[CH:36]=[CH:35][CH:34]=[CH:33]3)=[C:29]1[CH:38]=[CH:39][CH:40]=[C:41]([C:42]3[CH:47]=[CH:46][C:45]([C:48]4[C:53]5=[CH:54][CH:55]=[C:56]6[C:65]([CH:64]=[C:63]7[C:58]([CH:59]=[CH:60][CH:61]=[CH:62]7)=[C:57]6Br)=[C:52]5[CH:51]=[CH:50][CH:49]=4)=[CH:44][CH:43]=3)[C:28]1=[CH:27][CH:26]=2.[C:67]1(B(O)O)[CH:72]=[CH:71][CH:70]=[CH:69][CH:68]=1.P([O-])([O-])([O-])=O.[K+].[K+].[K+], predict the reaction product. The product is: [C:67]1([C:57]2[C:56]3[C:65]([CH:64]=[C:63]4[C:58]=2[CH:59]=[CH:60][CH:61]=[CH:62]4)=[C:52]2[CH:51]=[CH:50][CH:49]=[C:48]([C:45]4[CH:44]=[CH:43][C:42]([C:41]5[C:28]6=[CH:27][CH:26]=[C:25]7[C:30]([CH:31]=[C:32]8[C:37]([CH:36]=[CH:35][CH:34]=[CH:33]8)=[C:21]7[C:16]7[CH:15]=[CH:20][CH:19]=[CH:18][CH:17]=7)=[C:29]6[CH:38]=[CH:39][CH:40]=5)=[CH:47][CH:46]=4)[C:53]2=[CH:54][CH:55]=3)[CH:72]=[CH:71][CH:70]=[CH:69][CH:68]=1. (5) Given the reactants [NH2:1][C:2]1[CH:7]=[CH:6][C:5]([C:8]2[C:16]3[C:15]([NH2:17])=[N:14][CH:13]=[N:12][C:11]=3[N:10]([CH:18]3[CH2:22][CH2:21][CH2:20][CH2:19]3)[CH:9]=2)=[CH:4][C:3]=1[O:23][CH3:24].N1C=CC=CC=1.[C:31]1([CH2:37][S:38](Cl)(=[O:40])=[O:39])[CH:36]=[CH:35][CH:34]=[CH:33][CH:32]=1, predict the reaction product. The product is: [NH2:17][C:15]1[C:16]2[C:8]([C:5]3[CH:6]=[CH:7][C:2]([NH:1][S:38]([CH2:37][C:31]4[CH:36]=[CH:35][CH:34]=[CH:33][CH:32]=4)(=[O:40])=[O:39])=[C:3]([O:23][CH3:24])[CH:4]=3)=[CH:9][N:10]([CH:18]3[CH2:22][CH2:21][CH2:20][CH2:19]3)[C:11]=2[N:12]=[CH:13][N:14]=1. (6) Given the reactants [CH3:1][C@@H:2]1[CH2:7][CH2:6][C@H:5]([N:8]([C@H:16]2[CH2:20][C@@H:19]([C:21]([N:23]3[CH2:28][CH2:27][N:26]([CH3:29])[CH2:25][CH2:24]3)=[O:22])[NH:18][CH2:17]2)[C:9]([C@@H:11]2[CH2:15][CH2:14][CH2:13][O:12]2)=[O:10])[CH2:4][CH2:3]1.[C:30]([N:37]1[CH2:41][C@@H:40]([C:42]2[CH:47]=[CH:46][C:45]([Cl:48])=[CH:44][CH:43]=2)[C@H:39]([C:49](O)=[O:50])[CH2:38]1)([O:32][C:33]([CH3:36])([CH3:35])[CH3:34])=[O:31], predict the reaction product. The product is: [C:30]([N:37]1[CH2:38][C@@H:39]([C:49]([N:18]2[CH2:17][C@@H:16]([N:8]([C@H:5]3[CH2:6][CH2:7][C@@H:2]([CH3:1])[CH2:3][CH2:4]3)[C:9]([C@@H:11]3[CH2:15][CH2:14][CH2:13][O:12]3)=[O:10])[CH2:20][C@H:19]2[C:21]([N:23]2[CH2:28][CH2:27][N:26]([CH3:29])[CH2:25][CH2:24]2)=[O:22])=[O:50])[C@H:40]([C:42]2[CH:43]=[CH:44][C:45]([Cl:48])=[CH:46][CH:47]=2)[CH2:41]1)([O:32][C:33]([CH3:35])([CH3:36])[CH3:34])=[O:31].